The task is: Predict the product of the given reaction.. This data is from Forward reaction prediction with 1.9M reactions from USPTO patents (1976-2016). (1) Given the reactants [Cl:1][C:2]1[CH:3]=[C:4]([CH2:16][C:17]([O:19][CH3:20])=[O:18])[CH:5]=[CH:6][C:7]=1OS(C(F)(F)F)(=O)=O.[CH3:21][N:22](C)C=O, predict the reaction product. The product is: [Cl:1][C:2]1[CH:3]=[C:4]([CH2:16][C:17]([O:19][CH3:20])=[O:18])[CH:5]=[CH:6][C:7]=1[C:21]#[N:22]. (2) Given the reactants [NH2:1][CH2:2][CH:3]1[CH2:8][CH2:7][N:6]([C:9]([O:11][C:12]([CH3:15])([CH3:14])[CH3:13])=[O:10])[CH2:5][CH2:4]1.[NH2:16][C:17]1[CH:25]=[CH:24][C:20]([C:21](O)=[O:22])=[CH:19][CH:18]=1.CN1CCOCC1.Cl.CN(C)CCCN=C=NCC, predict the reaction product. The product is: [NH2:16][C:17]1[CH:25]=[CH:24][C:20]([C:21]([NH:1][CH2:2][CH:3]2[CH2:8][CH2:7][N:6]([C:9]([O:11][C:12]([CH3:15])([CH3:14])[CH3:13])=[O:10])[CH2:5][CH2:4]2)=[O:22])=[CH:19][CH:18]=1. (3) Given the reactants [C:1]1([CH2:7][CH2:8][CH2:9][CH2:10][CH2:11][C:12]([OH:14])=[O:13])[CH:6]=[CH:5][CH:4]=[CH:3][CH:2]=1.Cl.[CH3:16]O, predict the reaction product. The product is: [CH3:16][O:13][C:12](=[O:14])[CH2:11][CH2:10][CH2:9][CH2:8][CH2:7][C:1]1[CH:6]=[CH:5][CH:4]=[CH:3][CH:2]=1. (4) The product is: [CH3:1][C@:2]1([CH2:10][N:11]2[C:15]3[CH:16]=[C:17]([C:20]#[N:21])[CH:18]=[CH:19][C:14]=3[N:13]=[CH:12]2)[CH2:9][CH2:8][CH2:7][C@:4]2([O:6][C:31](=[O:32])[N:25]([CH2:22][C:23]#[CH:24])[CH2:5]2)[CH2:3]1. Given the reactants [CH3:1][C@:2]1([CH2:10][N:11]2[C:15]3[CH:16]=[C:17]([C:20]#[N:21])[CH:18]=[CH:19][C:14]=3[N:13]=[CH:12]2)[CH2:9][CH2:8][CH2:7][C@:4]2([O:6][CH2:5]2)[CH2:3]1.[CH2:22]([NH2:25])[C:23]#[CH:24].C1N=CN([C:31](N2C=NC=C2)=[O:32])C=1.O1CCOCC1, predict the reaction product. (5) Given the reactants Br[C:2]1[CH:7]=[CH:6][CH:5]=[CH:4][C:3]=1[C:8]([F:11])([F:10])[F:9].C([Li])CCC.[O:17]=[C:18]1[CH2:23][CH2:22][N:21]([C:24]([O:26][C:27]([CH3:30])([CH3:29])[CH3:28])=[O:25])[CH2:20][CH2:19]1, predict the reaction product. The product is: [C:27]([O:26][C:24]([N:21]1[CH2:22][CH2:23][C:18]([OH:17])([C:2]2[CH:7]=[CH:6][CH:5]=[CH:4][C:3]=2[C:8]([F:11])([F:10])[F:9])[CH2:19][CH2:20]1)=[O:25])([CH3:30])([CH3:28])[CH3:29].